This data is from Forward reaction prediction with 1.9M reactions from USPTO patents (1976-2016). The task is: Predict the product of the given reaction. Given the reactants [Cl:1][C:2]1[CH:7]=[CH:6][CH:5]=[CH:4][C:3]=1[CH:8]1[C:13]([C:14]([N:16](C)C)=[O:15])=[C:12]([CH3:19])[NH:11][C:10]2=[N:20][NH:21][CH:22]=[C:9]12.[NH2:23]N, predict the reaction product. The product is: [Cl:1][C:2]1[CH:7]=[CH:6][CH:5]=[CH:4][C:3]=1[CH:8]1[C:13]([C:14]([NH:16][NH2:23])=[O:15])=[C:12]([CH3:19])[NH:11][C:10]2=[N:20][NH:21][CH:22]=[C:9]12.